This data is from Reaction yield outcomes from USPTO patents with 853,638 reactions. The task is: Predict the reaction yield, written as a fraction of the theoretical maximum amount of product (1.0 means a 100% yield; for example, 0.34 means a 34% yield). The reactants are [NH2:1][C:2]1[CH:7]=[CH:6][CH:5]=[C:4]([NH2:8])[C:3]=1[NH:9][CH2:10][CH2:11][NH:12][C:13](=[O:19])[O:14][C:15]([CH3:18])([CH3:17])[CH3:16].Cl.[Cl:21][C:22]1[CH:27]=[C:26]([Cl:28])[CH:25]=[CH:24][C:23]=1[CH:29]([OH:34])[C:30](=N)OC. The catalyst is C(O)C.C(=O)([O-])O.[Na+].O. The product is [NH2:1][C:2]1[C:3]2[N:9]([CH2:10][CH2:11][NH:12][C:13](=[O:19])[O:14][C:15]([CH3:16])([CH3:18])[CH3:17])[C:30]([CH:29]([C:23]3[CH:24]=[CH:25][C:26]([Cl:28])=[CH:27][C:22]=3[Cl:21])[OH:34])=[N:8][C:4]=2[CH:5]=[CH:6][CH:7]=1. The yield is 0.990.